Dataset: CYP2C9 inhibition data for predicting drug metabolism from PubChem BioAssay. Task: Regression/Classification. Given a drug SMILES string, predict its absorption, distribution, metabolism, or excretion properties. Task type varies by dataset: regression for continuous measurements (e.g., permeability, clearance, half-life) or binary classification for categorical outcomes (e.g., BBB penetration, CYP inhibition). Dataset: cyp2c9_veith. (1) The drug is O=C(NNS(=O)(=O)c1cc(Cl)cc(Cl)c1)c1sccc1-n1cccc1. The result is 1 (inhibitor). (2) The drug is COc1cccc(-c2cncnc2Nc2ccc(F)cc2)c1. The result is 0 (non-inhibitor).